Dataset: Catalyst prediction with 721,799 reactions and 888 catalyst types from USPTO. Task: Predict which catalyst facilitates the given reaction. (1) Reactant: [C:1]([O:4][CH2:5][C:6]([C:13]#[N:14])([O:9][CH2:10][CH2:11][OH:12])[CH2:7][Cl:8])(=[O:3])[CH3:2].[NH2:15][OH:16]. Product: [C:1]([O:4][CH2:5][C:6]([CH2:7][Cl:8])([O:9][CH2:10][CH2:11][OH:12])[C:13]([NH:15][OH:16])=[NH:14])(=[O:3])[CH3:2]. The catalyst class is: 8. (2) Reactant: [C:1]([O:5][C:6]([NH:8][CH:9]1[CH2:13][CH:12]([C:14]([OH:16])=O)[CH2:11][CH2:10]1)=[O:7])([CH3:4])([CH3:3])[CH3:2].C(N(CC)CC)C.C(OC(Cl)=O)C(C)C.[Cl:32][C:33]1[CH:34]=[C:35]([CH:37]=[C:38]([Cl:40])[CH:39]=1)[NH2:36]. Product: [C:1]([O:5][C:6](=[O:7])[NH:8][CH:9]1[CH2:10][CH2:11][CH:12]([C:14](=[O:16])[NH:36][C:35]2[CH:34]=[C:33]([Cl:32])[CH:39]=[C:38]([Cl:40])[CH:37]=2)[CH2:13]1)([CH3:2])([CH3:3])[CH3:4]. The catalyst class is: 2.